This data is from Reaction yield outcomes from USPTO patents with 853,638 reactions. The task is: Predict the reaction yield, written as a fraction of the theoretical maximum amount of product (1.0 means a 100% yield; for example, 0.34 means a 34% yield). (1) The reactants are [Cl-].O[NH3+:3].[C:4](=[O:7])([O-])[OH:5].[Na+].CS(C)=O.[NH:13]1[C:21]2[C:16](=[CH:17][C:18]([C:22]3[C:27](=[O:28])[N:26]([CH2:29][C:30]4[CH:35]=[CH:34][C:33]([C:36]5[C:37]([C:42]#[N:43])=[CH:38][CH:39]=[CH:40][CH:41]=5)=[CH:32][CH:31]=4)[C:25]([CH2:44][CH2:45][CH3:46])=[N:24][C:23]=3[CH3:47])=[CH:19][CH:20]=2)[CH:15]=[CH:14]1. The catalyst is C(OCC)(=O)C. The product is [NH:13]1[C:21]2[C:16](=[CH:17][C:18]([C:22]3[C:27](=[O:28])[N:26]([CH2:29][C:30]4[CH:35]=[CH:34][C:33]([C:36]5[CH:41]=[CH:40][CH:39]=[CH:38][C:37]=5[C:42]5[NH:3][C:4](=[O:7])[O:5][N:43]=5)=[CH:32][CH:31]=4)[C:25]([CH2:44][CH2:45][CH3:46])=[N:24][C:23]=3[CH3:47])=[CH:19][CH:20]=2)[CH:15]=[CH:14]1. The yield is 0.200. (2) The reactants are [Cl:1][C:2]1[CH:7]=[CH:6][N:5]=[C:4]([C:8](Cl)=[O:9])[CH:3]=1.C(N(C(C)C)C(C)C)C.[C:20]([N:27]1[CH2:32][CH2:31][NH:30][CH2:29][CH2:28]1)([O:22][C:23]([CH3:26])([CH3:25])[CH3:24])=[O:21]. The catalyst is ClCCl. The product is [C:23]([O:22][C:20]([N:27]1[CH2:32][CH2:31][N:30]([C:8]([C:4]2[CH:3]=[C:2]([Cl:1])[CH:7]=[CH:6][N:5]=2)=[O:9])[CH2:29][CH2:28]1)=[O:21])([CH3:26])([CH3:24])[CH3:25]. The yield is 0.510. (3) The reactants are [C:1]([C:3]1[CH:18]=[CH:17][C:6]([CH2:7][NH:8][CH2:9][C:10]([O:12][C:13]([CH3:16])([CH3:15])[CH3:14])=[O:11])=[CH:5][CH:4]=1)#[N:2].[N+:19]([C:22]1[CH:30]=[CH:29][C:25]([C:26](Cl)=[O:27])=[CH:24][CH:23]=1)([O-:21])=[O:20]. The catalyst is C(Cl)Cl. The product is [C:1]([C:3]1[CH:4]=[CH:5][C:6]([CH2:7][N:8]([CH2:9][C:10]([O:12][C:13]([CH3:15])([CH3:14])[CH3:16])=[O:11])[C:26](=[O:27])[C:25]2[CH:24]=[CH:23][C:22]([N+:19]([O-:21])=[O:20])=[CH:30][CH:29]=2)=[CH:17][CH:18]=1)#[N:2]. The yield is 0.610.